From a dataset of Forward reaction prediction with 1.9M reactions from USPTO patents (1976-2016). Predict the product of the given reaction. (1) Given the reactants [C:1]([OH:6])(=[O:5])[C:2]([CH3:4])=[CH2:3].CC1C2C(=CC3C(C=2)=CC=CC=3)C=CC=1.C(OCCCO)(=O)C(C)=C.C(OCC)(=O)C(C)=C.C([O:43][CH:44]([CH3:48])[CH2:45]OC)(=O)C, predict the reaction product. The product is: [CH3:45][CH:44]([OH:43])[CH2:48][O:5][C:1]([C:2]([CH3:4])=[CH2:3])=[O:6]. (2) Given the reactants [Br:1]Br.[Br:3][C:4]1[CH:9]=[CH:8][CH:7]=[CH:6][C:5]=1[CH2:10][CH2:11][C:12]1[CH:13]=[C:14]([C:17]([OH:19])=[O:18])[NH:15][CH:16]=1.O, predict the reaction product. The product is: [Br:1][C:16]1[NH:15][C:14]([C:17]([OH:19])=[O:18])=[CH:13][C:12]=1[CH2:11][CH2:10][C:5]1[CH:6]=[CH:7][CH:8]=[CH:9][C:4]=1[Br:3].